Dataset: Catalyst prediction with 721,799 reactions and 888 catalyst types from USPTO. Task: Predict which catalyst facilitates the given reaction. (1) Reactant: [CH:1]1([CH2:6][C@H:7]([N:11]2[CH2:19][C:18]3[C:13](=[CH:14][CH:15]=[CH:16][CH:17]=3)[C:12]2=[O:20])[C:8]([OH:10])=O)[CH2:5][CH2:4][CH2:3][CH2:2]1.[NH2:21][C:22]1[CH:26]=[CH:25][N:24]([CH2:27][CH2:28][CH2:29][OH:30])[N:23]=1.F[P-](F)(F)(F)(F)F.N1(O[P+](N(C)C)(N(C)C)N(C)C)C2C=CC=CC=2N=N1.C(N(CC)C(C)C)(C)C. Product: [CH:1]1([CH2:6][C@H:7]([N:11]2[CH2:19][C:18]3[C:13](=[CH:14][CH:15]=[CH:16][CH:17]=3)[C:12]2=[O:20])[C:8]([NH:21][C:22]2[CH:26]=[CH:25][N:24]([CH2:27][CH2:28][CH2:29][OH:30])[N:23]=2)=[O:10])[CH2:2][CH2:3][CH2:4][CH2:5]1. The catalyst class is: 2. (2) Reactant: [Cl:1][C:2]1[N:11]=[CH:10][CH:9]=[C:8]2[C:3]=1[C:4]1[CH:16]=[C:15]([F:17])[CH:14]=[CH:13][C:5]=1[N:6]=[C:7]2Cl.[NH2:18][C:19]1[CH:20]=[C:21]([CH:26]=[CH:27][C:28]=1[CH3:29])[C:22]([O:24][CH3:25])=[O:23].CC(C)([O-])C.[Na+]. Product: [Cl:1][C:2]1[N:11]=[CH:10][CH:9]=[C:8]2[C:3]=1[C:4]1[CH:16]=[C:15]([F:17])[CH:14]=[CH:13][C:5]=1[N:6]=[C:7]2[NH:18][C:19]1[CH:20]=[C:21]([CH:26]=[CH:27][C:28]=1[CH3:29])[C:22]([O:24][CH3:25])=[O:23]. The catalyst class is: 1. (3) Reactant: Cl[C:2]1[N:7]=[CH:6][N:5]=[C:4]([C:8]2[CH:9]=[CH:10][C:11]([O:16][CH:17]3[CH2:22][CH2:21][O:20][CH2:19][CH2:18]3)=[C:12]([CH:15]=2)[C:13]#[N:14])[N:3]=1.[CH3:23][N:24]1[CH2:29][CH2:28][CH:27]([C:30]2[CH:36]=[CH:35][C:33]([NH2:34])=[CH:32][CH:31]=2)[CH2:26][CH2:25]1.C(N(CC)C(C)C)(C)C. Product: [CH3:23][N:24]1[CH2:29][CH2:28][CH:27]([C:30]2[CH:31]=[CH:32][C:33]([NH:34][C:2]3[N:7]=[CH:6][N:5]=[C:4]([C:8]4[CH:9]=[CH:10][C:11]([O:16][CH:17]5[CH2:22][CH2:21][O:20][CH2:19][CH2:18]5)=[C:12]([CH:15]=4)[C:13]#[N:14])[N:3]=3)=[CH:35][CH:36]=2)[CH2:26][CH2:25]1. The catalyst class is: 10.